From a dataset of Full USPTO retrosynthesis dataset with 1.9M reactions from patents (1976-2016). Predict the reactants needed to synthesize the given product. (1) Given the product [Br:23][CH2:1][C:2]1[CH:7]=[CH:6][N:5]=[C:4]([O:8][C@@H:9]([CH3:15])[C:10]([O:12][CH2:13][CH3:14])=[O:11])[CH:3]=1, predict the reactants needed to synthesize it. The reactants are: [CH3:1][C:2]1[CH:7]=[CH:6][N:5]=[C:4]([O:8][C@@H:9]([CH3:15])[C:10]([O:12][CH2:13][CH3:14])=[O:11])[CH:3]=1.C1C(=O)N([Br:23])C(=O)C1.CC(N=NC(C#N)(C)C)(C#N)C. (2) Given the product [Br:15][C:13]1[CH:14]=[C:8]2[C:9](=[CH:11][CH:12]=1)[NH:10][N:17]=[CH:7]2, predict the reactants needed to synthesize it. The reactants are: F[B-](F)(F)F.[NH4+].[CH3:7][C:8]1[CH:14]=[C:13]([Br:15])[CH:12]=[CH:11][C:9]=1[NH2:10].Cl.[N:17]([O-])=O.[Na+].CC([O-])=O.[K+].C1OCCOCCOCCOCCOCCOC1.